This data is from Reaction yield outcomes from USPTO patents with 853,638 reactions. The task is: Predict the reaction yield, written as a fraction of the theoretical maximum amount of product (1.0 means a 100% yield; for example, 0.34 means a 34% yield). (1) The reactants are C(O)(C(F)(F)F)=O.[Br:8][C:9]1[CH:18]=[N:17][C:16]2[N:15]=[C:14]([N:19]3[CH2:22][CH:21]([N:23](C)[C:24](=O)OC(C)(C)C)[CH2:20]3)[N:13]3[N:32]=[C:33]([CH3:35])[CH:34]=[C:12]3[C:11]=2[CH:10]=1. The catalyst is C(Cl)Cl. The product is [Br:8][C:9]1[CH:18]=[N:17][C:16]2[N:15]=[C:14]([N:19]3[CH2:20][CH:21]([NH:23][CH3:24])[CH2:22]3)[N:13]3[N:32]=[C:33]([CH3:35])[CH:34]=[C:12]3[C:11]=2[CH:10]=1. The yield is 0.600. (2) The reactants are COC1C=C(C=CC=1)CN(CC1C=CC(C(OC)=O)=CC=1)S(C1C=CC(Cl)=CC=1)(=O)=O.[Cl:32][C:33]1[CH:38]=[CH:37][C:36]([S:39]([NH:42][CH2:43][C:44]2[CH:49]=[CH:48][C:47]([C:50]#[N:51])=[CH:46][CH:45]=2)(=[O:41])=[O:40])=[CH:35][CH:34]=1.Cl[CH2:53][C:54]1[N:58]=[C:57]([CH3:59])[O:56][N:55]=1. No catalyst specified. The product is [Cl:32][C:33]1[CH:38]=[CH:37][C:36]([S:39]([N:42]([CH2:43][C:44]2[CH:49]=[CH:48][C:47]([C:50]#[N:51])=[CH:46][CH:45]=2)[CH2:53][C:54]2[N:58]=[C:57]([CH3:59])[O:56][N:55]=2)(=[O:40])=[O:41])=[CH:35][CH:34]=1. The yield is 0.720. (3) The reactants are C([O:3][C:4](=O)[C:5]([NH:7][CH2:8][CH3:9])=[O:6])C.[CH3:11][O:12][CH:13]([O:16][CH3:17])[CH2:14][NH2:15]. The catalyst is CC(O)C. The product is [CH3:11][O:12][CH:13]([O:16][CH3:17])[CH2:14][NH:15][C:4](=[O:3])[C:5]([NH:7][CH2:8][CH3:9])=[O:6]. The yield is 0.805. (4) The reactants are CO.[C:3]([NH:8][C@H:9]([C:20]([O:22]C)=[O:21])[CH2:10][C:11]1[C:19]2[C:14](=[CH:15][CH:16]=[CH:17][CH:18]=2)[NH:13][CH:12]=1)(=[O:7])/[CH:4]=[CH:5]/[CH3:6].[OH-].[Na+]. The catalyst is O. The product is [C:3]([NH:8][C@H:9]([C:20]([OH:22])=[O:21])[CH2:10][C:11]1[C:19]2[C:14](=[CH:15][CH:16]=[CH:17][CH:18]=2)[NH:13][CH:12]=1)(=[O:7])/[CH:4]=[CH:5]/[CH3:6]. The yield is 0.710. (5) The reactants are C(OC(=O)[NH:7][CH:8]([CH2:13][C:14]1[CH:19]=[CH:18][C:17]([N+:20]([O-:22])=[O:21])=[CH:16][CH:15]=1)[C:9](=O)[CH2:10][Br:11])(C)(C)C.[C:24](=[S:32])([NH2:31])[C:25]1[CH:30]=[CH:29][CH:28]=[CH:27][CH:26]=1.C(OCC)C. The catalyst is CC#N. The product is [BrH:11].[N+:20]([C:17]1[CH:16]=[CH:15][C:14]([CH2:13][C@@H:8]([C:9]2[N:31]=[C:24]([C:25]3[CH:30]=[CH:29][CH:28]=[CH:27][CH:26]=3)[S:32][CH:10]=2)[NH2:7])=[CH:19][CH:18]=1)([O-:22])=[O:21]. The yield is 0.630. (6) The reactants are [NH2:1][C:2]1[N:11]=[CH:10][C:9]2[CH2:8][C:7]([CH3:13])([CH3:12])[C:6]3[C:14]([C:18]([O:20]CC)=[O:19])=[N:15][N:16]([CH3:17])[C:5]=3[C:4]=2[N:3]=1.[OH-].[K+:24]. The catalyst is C(O)C. The product is [K+:24].[NH2:1][C:2]1[N:11]=[CH:10][C:9]2[CH2:8][C:7]([CH3:13])([CH3:12])[C:6]3[C:14]([C:18]([O-:20])=[O:19])=[N:15][N:16]([CH3:17])[C:5]=3[C:4]=2[N:3]=1. The yield is 0.840. (7) The reactants are Cl[C:2]1[C:3]2[CH2:13][O:12][CH2:11][CH2:10][C:4]=2[N:5]=[C:6]([S:8][CH3:9])[N:7]=1.Cl.[NH:15]1[C:23]2[C:18](=[CH:19][C:20]([NH2:24])=[CH:21][CH:22]=2)[CH:17]=[N:16]1. The catalyst is O1CCOCC1. The product is [NH:15]1[C:23]2[C:18](=[CH:19][C:20]([NH:24][C:2]3[C:3]4[CH2:13][O:12][CH2:11][CH2:10][C:4]=4[N:5]=[C:6]([S:8][CH3:9])[N:7]=3)=[CH:21][CH:22]=2)[CH:17]=[N:16]1. The yield is 0.311. (8) The yield is 0.394. The product is [Cl:51][C:52]1[CH:53]=[C:54]([CH:62]=[CH:63][CH:64]=1)[O:55][CH:56]1[CH2:57][CH2:58][N:59]([C:25](=[O:27])[CH2:24][NH:23][C:21]([C:18]2[CH:17]=[C:16]([C:10]3[CH:11]=[CH:12][CH:13]=[CH:14][CH:15]=3)[NH:20][N:19]=2)=[O:22])[CH2:60][CH2:61]1. The catalyst is CN(C=O)C.O. The reactants are CCN(C(C)C)C(C)C.[C:10]1([C:16]2[NH:20][N:19]=[C:18]([C:21]([NH:23][CH2:24][C:25]([OH:27])=O)=[O:22])[CH:17]=2)[CH:15]=[CH:14][CH:13]=[CH:12][CH:11]=1.C1C=CC2N(O)N=NC=2C=1.CCN=C=NCCCN(C)C.Cl.Cl.[Cl:51][C:52]1[CH:53]=[C:54]([CH:62]=[CH:63][CH:64]=1)[O:55][CH:56]1[CH2:61][CH2:60][NH:59][CH2:58][CH2:57]1.Cl.ClC1C=CC=CC=1OC1CCNCC1.